This data is from Full USPTO retrosynthesis dataset with 1.9M reactions from patents (1976-2016). The task is: Predict the reactants needed to synthesize the given product. The reactants are: [Cl:1][C:2]1[CH:3]=[C:4]2[C:31]([CH3:32])=[N:30][NH:29][C:5]2=[C:6]2[C:11]=1[N:10]=[C:9]([C:12]1[N:13]([C:21]3[C:26]([Cl:27])=[CH:25][CH:24]=[CH:23][N:22]=3)[N:14]=[C:15]([C:17]([F:20])([F:19])[F:18])[CH:16]=1)[O:8][C:7]2=[O:28].Cl.[C:34]1([NH2:40])([CH:37]2[CH2:39][CH2:38]2)[CH2:36][CH2:35]1.C(N(CC)CC)C. Given the product [C:34]1([NH:40][C:7]([C:6]2[C:11]([NH:10][C:9]([C:12]3[N:13]([C:21]4[C:26]([Cl:27])=[CH:25][CH:24]=[CH:23][N:22]=4)[N:14]=[C:15]([C:17]([F:18])([F:20])[F:19])[CH:16]=3)=[O:8])=[C:2]([Cl:1])[CH:3]=[C:4]3[C:5]=2[NH:29][N:30]=[C:31]3[CH3:32])=[O:28])([CH:37]2[CH2:39][CH2:38]2)[CH2:36][CH2:35]1, predict the reactants needed to synthesize it.